Task: Predict which catalyst facilitates the given reaction.. Dataset: Catalyst prediction with 721,799 reactions and 888 catalyst types from USPTO (1) Reactant: [CH3:1][O:2][C:3]1[CH:4]=[CH:5][C:6]([CH:9]=O)=[CH:7][CH:8]=1.[BH3-]C#N.[Na+].[Cl:15][C:16]1[CH:17]=[C:18]([CH2:23][C:24]([N:26]2[CH:35]3[CH:30]([CH2:31][CH2:32][CH2:33][CH:34]3[N:36]3[CH2:40][CH2:39][CH2:38][CH2:37]3)[NH:29][CH2:28][CH2:27]2)=[O:25])[CH:19]=[CH:20][C:21]=1[Cl:22].C([O-])([O-])=O.[Na+].[Na+]. Product: [Cl:15][C:16]1[CH:17]=[C:18]([CH2:23][C:24]([N:26]2[CH:35]3[CH:30]([CH2:31][CH2:32][CH2:33][CH:34]3[N:36]3[CH2:40][CH2:39][CH2:38][CH2:37]3)[N:29]([CH2:9][C:6]3[CH:7]=[CH:8][C:3]([O:2][CH3:1])=[CH:4][CH:5]=3)[CH2:28][CH2:27]2)=[O:25])[CH:19]=[CH:20][C:21]=1[Cl:22]. The catalyst class is: 130. (2) Product: [CH:16]1([NH:15][C:14]([C@@H:9]2[CH2:10][C@H:11]([OH:13])[CH2:12][NH:8]2)=[O:20])[CH2:19][CH2:18][CH2:17]1. The catalyst class is: 4. Reactant: C(OC([N:8]1[CH2:12][C@@H:11]([OH:13])[CH2:10][C@H:9]1[C:14](=[O:20])[NH:15][CH:16]1[CH2:19][CH2:18][CH2:17]1)=O)(C)(C)C.C(O)(C(F)(F)F)=O. (3) Reactant: [CH2:1]([C:3]1[CH:8]=[CH:7][CH:6]=[CH:5][C:4]=1[NH:9][C:10]1[CH:15]=[CH:14][C:13]([C:16]2[CH:21]=[CH:20][CH:19]=[CH:18][CH:17]=2)=[CH:12][C:11]=1[N+:22]([O-])=O)[CH3:2]. Product: [CH2:1]([C:3]1[CH:8]=[CH:7][CH:6]=[CH:5][C:4]=1[NH:9][C:10]1[CH:15]=[CH:14][C:13]([C:16]2[CH:21]=[CH:20][CH:19]=[CH:18][CH:17]=2)=[CH:12][C:11]=1[NH2:22])[CH3:2]. The catalyst class is: 63.